This data is from NCI-60 drug combinations with 297,098 pairs across 59 cell lines. The task is: Regression. Given two drug SMILES strings and cell line genomic features, predict the synergy score measuring deviation from expected non-interaction effect. (1) Drug 1: CC(C1=C(C=CC(=C1Cl)F)Cl)OC2=C(N=CC(=C2)C3=CN(N=C3)C4CCNCC4)N. Drug 2: CC=C1C(=O)NC(C(=O)OC2CC(=O)NC(C(=O)NC(CSSCCC=C2)C(=O)N1)C(C)C)C(C)C. Cell line: A549. Synergy scores: CSS=21.0, Synergy_ZIP=-1.51, Synergy_Bliss=-1.39, Synergy_Loewe=-47.4, Synergy_HSA=-1.62. (2) Cell line: MDA-MB-435. Drug 1: CC1=CC2C(CCC3(C2CCC3(C(=O)C)OC(=O)C)C)C4(C1=CC(=O)CC4)C. Synergy scores: CSS=-4.96, Synergy_ZIP=5.04, Synergy_Bliss=3.83, Synergy_Loewe=-1.74, Synergy_HSA=-2.39. Drug 2: CC1=C(N=C(N=C1N)C(CC(=O)N)NCC(C(=O)N)N)C(=O)NC(C(C2=CN=CN2)OC3C(C(C(C(O3)CO)O)O)OC4C(C(C(C(O4)CO)O)OC(=O)N)O)C(=O)NC(C)C(C(C)C(=O)NC(C(C)O)C(=O)NCCC5=NC(=CS5)C6=NC(=CS6)C(=O)NCCC[S+](C)C)O. (3) Drug 1: CC1=C2C(C(=O)C3(C(CC4C(C3C(C(C2(C)C)(CC1OC(=O)C(C(C5=CC=CC=C5)NC(=O)OC(C)(C)C)O)O)OC(=O)C6=CC=CC=C6)(CO4)OC(=O)C)O)C)O. Drug 2: CC(C)CN1C=NC2=C1C3=CC=CC=C3N=C2N. Cell line: SK-OV-3. Synergy scores: CSS=4.42, Synergy_ZIP=-4.98, Synergy_Bliss=-6.19, Synergy_Loewe=-14.8, Synergy_HSA=-8.09. (4) Drug 1: CC12CCC3C(C1CCC2=O)CC(=C)C4=CC(=O)C=CC34C. Drug 2: C1=NC2=C(N=C(N=C2N1C3C(C(C(O3)CO)O)F)Cl)N. Cell line: RXF 393. Synergy scores: CSS=16.2, Synergy_ZIP=-3.84, Synergy_Bliss=-3.60, Synergy_Loewe=-7.16, Synergy_HSA=-3.40. (5) Drug 1: CN1CCC(CC1)COC2=C(C=C3C(=C2)N=CN=C3NC4=C(C=C(C=C4)Br)F)OC. Drug 2: C1CC(=O)NC(=O)C1N2C(=O)C3=CC=CC=C3C2=O. Cell line: OVCAR-8. Synergy scores: CSS=12.6, Synergy_ZIP=2.15, Synergy_Bliss=9.00, Synergy_Loewe=2.63, Synergy_HSA=7.97. (6) Drug 1: CC1C(C(CC(O1)OC2CC(OC(C2O)C)OC3=CC4=CC5=C(C(=O)C(C(C5)C(C(=O)C(C(C)O)O)OC)OC6CC(C(C(O6)C)O)OC7CC(C(C(O7)C)O)OC8CC(C(C(O8)C)O)(C)O)C(=C4C(=C3C)O)O)O)O. Drug 2: CC(C)(C#N)C1=CC(=CC(=C1)CN2C=NC=N2)C(C)(C)C#N. Cell line: SK-MEL-5. Synergy scores: CSS=35.5, Synergy_ZIP=4.64, Synergy_Bliss=6.72, Synergy_Loewe=-7.89, Synergy_HSA=1.42. (7) Cell line: OVCAR-8. Drug 1: CCC1=C2CN3C(=CC4=C(C3=O)COC(=O)C4(CC)O)C2=NC5=C1C=C(C=C5)O. Drug 2: C1CCC(C(C1)N)N.C(=O)(C(=O)[O-])[O-].[Pt+4]. Synergy scores: CSS=33.9, Synergy_ZIP=-13.3, Synergy_Bliss=-2.94, Synergy_Loewe=-31.1, Synergy_HSA=1.21.